From a dataset of Peptide-MHC class II binding affinity with 134,281 pairs from IEDB. Regression. Given a peptide amino acid sequence and an MHC pseudo amino acid sequence, predict their binding affinity value. This is MHC class II binding data. (1) The peptide sequence is EKIQKAFDDIAKYFSK. The MHC is HLA-DQA10401-DQB10402 with pseudo-sequence HLA-DQA10401-DQB10402. The binding affinity (normalized) is 0.174. (2) The peptide sequence is YDKFGANVSTVLTGK. The MHC is DRB1_0701 with pseudo-sequence DRB1_0701. The binding affinity (normalized) is 0.549. (3) The peptide sequence is MSMASSSSSSLLAMA. The MHC is DRB1_0701 with pseudo-sequence DRB1_0701. The binding affinity (normalized) is 0.420.